Predict which catalyst facilitates the given reaction. From a dataset of Catalyst prediction with 721,799 reactions and 888 catalyst types from USPTO. (1) Reactant: [NH2:1][CH2:2][CH2:3][NH:4][C:5]1[CH:6]=[C:7]([C:19]2[NH:20][CH:21]=[CH:22][CH:23]=2)[C:8]2[C:9](=[O:18])[NH:10][C:11]3[C:16]=2[C:15]=1[C:14]([F:17])=[CH:13][CH:12]=3.[C:24](N1C=CN=C1)(N1C=CN=C1)=[O:25]. Product: [F:17][C:14]1[C:15]2[C:16]3[C:11](=[CH:12][CH:13]=1)[NH:10][C:9](=[O:18])[C:8]=3[C:7]([C:19]1[NH:20][CH:21]=[CH:22][CH:23]=1)=[CH:6][C:5]=2[N:4]1[CH2:3][CH2:2][NH:1][C:24]1=[O:25]. The catalyst class is: 26. (2) Reactant: [CH2:1]([Sn](CCCC)(CCCC)C=C)[CH2:2]CC.Br[C:17]1[S:18][C:19]([C:22]([O:24][CH2:25][CH3:26])=[O:23])=[CH:20][N:21]=1. Product: [CH:1]([C:17]1[S:18][C:19]([C:22]([O:24][CH2:25][CH3:26])=[O:23])=[CH:20][N:21]=1)=[CH2:2]. The catalyst class is: 184. (3) Reactant: [Cl:1][C:2]1[CH:3]=[C:4]([NH:9][C:10]2[C:11]3[CH2:18][C:17](=[O:19])[NH:16][C:12]=3[N:13]=[CH:14][N:15]=2)[CH:5]=[CH:6][C:7]=1[F:8].[CH3:20][C:21]1[C:25]([CH2:26][CH2:27][C:28](=[O:34])[N:29]2[CH2:33][CH2:32][CH2:31][CH2:30]2)=[C:24]([CH3:35])[NH:23][C:22]=1[CH:36]=O. Product: [Cl:1][C:2]1[CH:3]=[C:4]([NH:9][C:10]2[C:11]3[C:18](=[CH:36][C:22]4[NH:23][C:24]([CH3:35])=[C:25]([CH2:26][CH2:27][C:28](=[O:34])[N:29]5[CH2:33][CH2:32][CH2:31][CH2:30]5)[C:21]=4[CH3:20])[C:17](=[O:19])[NH:16][C:12]=3[N:13]=[CH:14][N:15]=2)[CH:5]=[CH:6][C:7]=1[F:8]. The catalyst class is: 495. (4) Reactant: C([NH:3][C:4]1[CH:9]=[CH:8][C:7]([C:10]2[CH:15]=[CH:14][C:13]([C:16](=[O:25])[CH2:17][C:18]([CH3:24])([CH3:23])[C:19]([O:21][CH3:22])=[O:20])=[CH:12][CH:11]=2)=[CH:6][CH:5]=1)=O.Cl. Product: [NH2:3][C:4]1[CH:5]=[CH:6][C:7]([C:10]2[CH:15]=[CH:14][C:13]([C:16](=[O:25])[CH2:17][C:18]([CH3:23])([CH3:24])[C:19]([O:21][CH3:22])=[O:20])=[CH:12][CH:11]=2)=[CH:8][CH:9]=1. The catalyst class is: 5. (5) Product: [CH2:1]([O:3][C:4]([C:6]1[C:7]([O:25][C:26](=[O:28])[CH3:27])=[C:8]2[C:16]([Cl:36])=[CH:15][N:14]([CH2:17][C:18]3[CH:23]=[CH:22][C:21]([F:24])=[CH:20][CH:19]=3)[C:9]2=[C:10]([C:12]#[N:13])[N:11]=1)=[O:5])[CH3:2]. Reactant: [CH2:1]([O:3][C:4]([C:6]1[C:7]([O:25][C:26](=[O:28])[CH3:27])=[C:8]2[CH:16]=[CH:15][N:14]([CH2:17][C:18]3[CH:23]=[CH:22][C:21]([F:24])=[CH:20][CH:19]=3)[C:9]2=[C:10]([C:12]#[N:13])[N:11]=1)=[O:5])[CH3:2].C1C(=O)N([Cl:36])C(=O)C1. The catalyst class is: 23.